Regression. Given a peptide amino acid sequence and an MHC pseudo amino acid sequence, predict their binding affinity value. This is MHC class I binding data. From a dataset of Peptide-MHC class I binding affinity with 185,985 pairs from IEDB/IMGT. The peptide sequence is NQDLNGNWY. The MHC is HLA-B15:01 with pseudo-sequence HLA-B15:01. The binding affinity (normalized) is 0.110.